Task: Predict the reactants needed to synthesize the given product.. Dataset: Full USPTO retrosynthesis dataset with 1.9M reactions from patents (1976-2016) (1) Given the product [CH2:1]=[C:2]1[C:19]2[C@:14]([CH3:21])([CH:15]=[CH:16][C:17](=[O:20])[CH:18]=2)[C@@H:13]2[C@H:4]([C@H:5]3[C@@:9]([CH2:11][CH2:12]2)([CH3:10])[C:8](=[O:22])[CH2:7][CH2:6]3)[CH2:3]1, predict the reactants needed to synthesize it. The reactants are: [CH2:1]=[C:2]1[C:19]2[C@:14]([CH3:21])([CH2:15][CH2:16][C:17](=[O:20])[CH:18]=2)[C@@H:13]2[C@H:4]([C@H:5]3[C@@:9]([CH2:11][CH2:12]2)([CH3:10])[C:8](=[O:22])[CH2:7][CH2:6]3)[CH2:3]1.ClC1C(=O)C(Cl)=C(Cl)C(=O)C=1Cl.FC(F)(F)S(O)(=O)=O.C[Si](N([Si](C)(C)C)C(=O)C(F)(F)F)(C)C. (2) Given the product [Cl:21][C:16]1[CH:17]=[CH:18][CH:19]=[CH:20][C:15]=1[NH:14][C:5]1[C:6]([F:13])=[C:7]([F:12])[CH:8]=[C:9]2[C:4]=1[C:3](=[O:22])[N:26]([CH2:25][CH2:24][OH:23])[N:27]=[CH:10]2, predict the reactants needed to synthesize it. The reactants are: CO[C:3](=[O:22])[C:4]1[C:9]([CH:10]=O)=[CH:8][C:7]([F:12])=[C:6]([F:13])[C:5]=1[NH:14][C:15]1[CH:20]=[CH:19][CH:18]=[CH:17][C:16]=1[Cl:21].[OH:23][CH2:24][CH2:25][NH:26][NH2:27].